Dataset: Full USPTO retrosynthesis dataset with 1.9M reactions from patents (1976-2016). Task: Predict the reactants needed to synthesize the given product. (1) Given the product [CH3:67][CH2:66][NH:65][CH:63]([CH2:62][C:60]1[CH:59]=[CH:58][C:56]2[O:57][CH2:53][O:54][C:55]=2[CH:61]=1)[CH3:64], predict the reactants needed to synthesize it. The reactants are: N=C1CCCS1.C1C(SSC2C=CC([N+]([O-])=O)=C(C(O)=O)C=2)=CC(C(O)=O)=C([N+]([O-])=O)C=1.FC(F)(F)C(O)=O.O=C1C=CC(=O)N1CCC(NC[CH:53]1[O:57][C:56]2[CH:58]=[CH:59][C:60]([CH2:62][CH:63]([NH:65][CH2:66][CH3:67])[CH3:64])=[CH:61][C:55]=2[O:54]1)=O. (2) Given the product [Cl:1][CH2:2][C:3]([N:6]1[C:15]2[C:10](=[CH:11][CH:12]=[CH:13][CH:14]=2)[CH2:9][CH2:8][CH2:7]1)=[O:4], predict the reactants needed to synthesize it. The reactants are: [Cl:1][CH2:2][C:3](Cl)=[O:4].[NH:6]1[C:15]2[C:10](=[CH:11][CH:12]=[CH:13][CH:14]=2)[CH2:9][CH2:8][CH2:7]1. (3) Given the product [F:18][C:19]1[CH:20]=[C:21]([CH:24]=[CH:25][C:26]=1[N:5]1[CH:6]=[C:2]([CH3:1])[N:3]=[CH:4]1)[CH:22]=[O:23], predict the reactants needed to synthesize it. The reactants are: [CH3:1][C:2]1[N:3]=[CH:4][NH:5][CH:6]=1.C(=O)([O-])[O-].[K+].[K+].CN(C=O)C.[F:18][C:19]1[CH:20]=[C:21]([CH:24]=[CH:25][C:26]=1F)[CH:22]=[O:23]. (4) Given the product [OH:14][CH2:15][CH2:16][O:17][C:13]1([C:24]#[N:25])[CH2:12][CH2:11][N:10]([C:5]2[N:4]=[C:3]([O:2][CH3:1])[CH:8]=[C:7]([CH3:9])[N:6]=2)[CH2:19][CH2:18]1, predict the reactants needed to synthesize it. The reactants are: [CH3:1][O:2][C:3]1[CH:8]=[C:7]([CH3:9])[N:6]=[C:5]([N:10]2[CH2:19][CH2:18][C:13]3([O:17][CH2:16][CH2:15][O:14]3)[CH2:12][CH2:11]2)[N:4]=1.[Si]([C:24]#[N:25])(C)(C)C.Cl.[O-]S([O-])(=S)=O.[Na+].[Na+]. (5) Given the product [CH3:10][O:9][C:7]([C:6]1[C:22]([C:16]2[C:15]([Cl:14])=[CH:20][CH:19]=[CH:18][C:17]=2[Cl:21])=[N:23][O:5][C:1]=1[CH:2]([CH3:4])[CH3:3])=[O:8], predict the reactants needed to synthesize it. The reactants are: [C:1]([CH2:6][C:7]([O:9][CH3:10])=[O:8])(=[O:5])[CH:2]([CH3:4])[CH3:3].C[O-].[Na+].[Cl:14][C:15]1[CH:20]=[CH:19][CH:18]=[C:17]([Cl:21])[C:16]=1[C:22](Cl)=[N:23]O. (6) Given the product [Cl:32][CH2:33][C:34](=[O:35])[NH:1][CH2:2][CH2:3][CH2:4][O:5][CH2:6][CH2:7][O:8][CH2:9][CH2:10][O:11][CH2:12][CH2:13][CH2:14][NH:15][C:16](=[O:22])[O:17][C:18]([CH3:19])([CH3:21])[CH3:20], predict the reactants needed to synthesize it. The reactants are: [NH2:1][CH2:2][CH2:3][CH2:4][O:5][CH2:6][CH2:7][O:8][CH2:9][CH2:10][O:11][CH2:12][CH2:13][CH2:14][NH:15][C:16](=[O:22])[O:17][C:18]([CH3:21])([CH3:20])[CH3:19].CCN(C(C)C)C(C)C.[Cl:32][CH2:33][C:34](Cl)=[O:35]. (7) Given the product [Cl:16][C:17]1[CH:37]=[CH:36][C:20]([C:21]([C:23]2[CH:35]=[CH:34][C:26]([O:27][C:28]([CH3:33])([CH3:32])[C:29]([NH:1][CH2:2][CH2:3][N:4]([CH3:15])[CH2:5][CH2:6][NH:7][C:8](=[O:14])[O:9][C:10]([CH3:11])([CH3:12])[CH3:13])=[O:30])=[CH:25][CH:24]=2)=[O:22])=[CH:19][CH:18]=1, predict the reactants needed to synthesize it. The reactants are: [NH2:1][CH2:2][CH2:3][N:4]([CH3:15])[CH2:5][CH2:6][NH:7][C:8](=[O:14])[O:9][C:10]([CH3:13])([CH3:12])[CH3:11].[Cl:16][C:17]1[CH:37]=[CH:36][C:20]([C:21]([C:23]2[CH:35]=[CH:34][C:26]([O:27][C:28]([CH3:33])([CH3:32])[C:29](O)=[O:30])=[CH:25][CH:24]=2)=[O:22])=[CH:19][CH:18]=1.CCN=C=NCCCN(C)C. (8) Given the product [CH3:1][O:2][CH2:3][CH2:4][CH:5]([C:6]1[CH:7]=[CH:8][C:9]([Cl:12])=[CH:10][CH:11]=1)[Br:13], predict the reactants needed to synthesize it. The reactants are: [CH3:1][O:2][CH2:3][CH2:4][CH2:5][C:6]1[CH:11]=[CH:10][C:9]([Cl:12])=[CH:8][CH:7]=1.[Br:13]N1C(=O)CCC1=O.N(C(C)(C)C#N)=NC(C)(C)C#N.